From a dataset of Full USPTO retrosynthesis dataset with 1.9M reactions from patents (1976-2016). Predict the reactants needed to synthesize the given product. (1) Given the product [C:16]([C@@H:15]([NH:19][C:25](=[O:26])[CH2:24][CH2:23][C@H:30]([N:31]1[C:40](=[O:41])[C:39]2[C:34](=[CH:35][CH:36]=[CH:37][CH:38]=2)[C:32]1=[O:33])[C:28]([OH:29])=[O:27])[CH2:14][S:13][CH2:12]/[CH:11]=[C:10](\[CH3:20])/[CH2:9][CH2:8]/[CH:7]=[C:6](\[CH3:21])/[CH2:5][CH2:4][CH:3]=[C:2]([CH3:22])[CH3:1])([OH:18])=[O:17], predict the reactants needed to synthesize it. The reactants are: [CH3:1][C:2]([CH3:22])=[CH:3][CH2:4][CH2:5]/[C:6](/[CH3:21])=[CH:7]/[CH2:8][CH2:9]/[C:10](/[CH3:20])=[CH:11]/[CH2:12][S:13][CH2:14][C@H:15]([NH2:19])[C:16]([OH:18])=[O:17].[CH2:23]1[C@H:30]([N:31]2[C:40](=[O:41])[C:39]3[C:34](=[CH:35][CH:36]=[CH:37][CH:38]=3)[C:32]2=[O:33])[C:28](=[O:29])[O:27][C:25](=[O:26])[CH2:24]1.C(N(CC)C(C)C)(C)C. (2) Given the product [CH:13]([CH:10]1[CH2:11][CH2:12][CH:7]([CH2:5][OH:4])[CH2:8][CH2:9]1)=[CH2:14], predict the reactants needed to synthesize it. The reactants are: N#N.C[O:4][C:5]([CH:7]1[CH2:12][CH2:11][CH:10]([CH:13]=[CH2:14])[CH2:9][CH2:8]1)=O.[H-].COCCO[Al+]OCCOC.[Na+].[H-].[OH-].[Na+]. (3) Given the product [Cl:1][C:2]1[CH:18]=[CH:17][C:5]2[S:6][C:7]([C:10]3[CH:20]=[CH:12][N:13]=[CH:14][CH:15]=3)=[C:8]([CH3:9])[C:4]=2[CH:3]=1, predict the reactants needed to synthesize it. The reactants are: [Cl:1][C:2]1[CH:18]=[CH:17][C:5]2[S:6][C:7]([C:10]3[CH:15]=[CH:14][N:13]=[C:12](N)N=3)=[C:8]([CH3:9])[C:4]=2[CH:3]=1.Br[C:20]1C=CN=CC=1.ClC1N=C(Cl)C=CN=1. (4) Given the product [CH3:16][C:17]1([CH3:24])[O:21][CH:20]([CH2:22][O:23][C:2]2[S:6][N:5]=[C:4]([S:7][CH2:8][C:9]3[CH:14]=[CH:13][C:12]([CH3:15])=[CH:11][CH:10]=3)[N:3]=2)[CH2:19][O:18]1, predict the reactants needed to synthesize it. The reactants are: Cl[C:2]1[S:6][N:5]=[C:4]([S:7][CH2:8][C:9]2[CH:14]=[CH:13][C:12]([CH3:15])=[CH:11][CH:10]=2)[N:3]=1.[CH3:16][C:17]1([CH3:24])[O:21][CH:20]([CH2:22][OH:23])[CH2:19][O:18]1.[H-].[Na+].[Cl-].[Na+]. (5) Given the product [CH:33]1([CH2:38][CH:39]([C:50]2[CH:55]=[CH:54][C:53]([S:56]([CH3:59])(=[O:57])=[O:58])=[C:52]([C:60]([F:61])([F:63])[F:62])[CH:51]=2)[C:40]([NH:42][C:43]2[NH:44][C:45](=[O:17])[N:46]=[CH:47][CH:48]=2)=[O:41])[CH2:34][CH2:35][CH2:36][CH2:37]1, predict the reactants needed to synthesize it. The reactants are: NC1C=CN=C(C)N=1.C1(CC(C2C=CC(S(C)(=O)=O)=C(C(F)(F)F)C=2)C(O)=[O:17])CCCC1.[CH:33]1([CH2:38][CH:39]([C:50]2[CH:55]=[CH:54][C:53]([S:56]([CH3:59])(=[O:58])=[O:57])=[C:52]([C:60]([F:63])([F:62])[F:61])[CH:51]=2)[C:40]([NH:42][C:43]2[CH:48]=[CH:47][N:46]=[C:45](C)[N:44]=2)=[O:41])[CH2:37][CH2:36][CH2:35][CH2:34]1.